Predict which catalyst facilitates the given reaction. From a dataset of Catalyst prediction with 721,799 reactions and 888 catalyst types from USPTO. (1) Reactant: [NH2:1][C@@H:2]1[CH2:7][C@H:6]([N:8]([C:13]([C:15]2[C:16]([NH:25][CH2:26][C:27]3[O:28][CH:29]=[CH:30][CH:31]=3)=[N:17][C:18]([C:21]([CH3:24])([CH3:23])[CH3:22])=[N:19][CH:20]=2)=[O:14])[CH2:9][CH:10]([CH3:12])[CH3:11])[CH2:5][N:4]([C:32]([O:34][C:35]([CH3:38])([CH3:37])[CH3:36])=[O:33])[CH2:3]1.C(N(CC)CC)C.[C:46](OC(=O)C)(=[O:48])[CH3:47].Cl. Product: [C:46]([NH:1][C@@H:2]1[CH2:7][C@H:6]([N:8]([C:13]([C:15]2[C:16]([NH:25][CH2:26][C:27]3[O:28][CH:29]=[CH:30][CH:31]=3)=[N:17][C:18]([C:21]([CH3:24])([CH3:22])[CH3:23])=[N:19][CH:20]=2)=[O:14])[CH2:9][CH:10]([CH3:12])[CH3:11])[CH2:5][N:4]([C:32]([O:34][C:35]([CH3:36])([CH3:37])[CH3:38])=[O:33])[CH2:3]1)(=[O:48])[CH3:47]. The catalyst class is: 26. (2) Reactant: [N:1]1([CH2:10][CH2:11][NH:12][C:13](=[O:23])/[CH:14]=[CH:15]/[C:16]2[CH:21]=[CH:20][CH:19]=[CH:18][C:17]=2F)[C:5]2C=CC=C[C:4]=2[N:3]=[CH:2]1.[CH3:24][O:25][C:26](C1C=CC(/C=C/C(O)=O)=CC=1)=[O:27].NCCN1C=CN=C1.CCN=C=NCCCN(C)C.Cl. Product: [CH3:24][O:25][C:26]([C:19]1[CH:18]=[CH:17][C:16](/[CH:15]=[CH:14]/[C:13]([NH:12][CH2:11][CH2:10][N:1]2[CH:5]=[CH:4][N:3]=[CH:2]2)=[O:23])=[CH:21][CH:20]=1)=[O:27]. The catalyst class is: 2. (3) Reactant: [NH2:1][C:2]1[C:7]([CH:8]=O)=[CH:6][CH:5]=[CH:4][N:3]=1.[F:10][CH:11]([F:20])[C:12](=O)[CH2:13][C:14]([O:16]CC)=[O:15].N1CCCCC1.O.[OH-].[Li+]. Product: [F:20][CH:11]([F:10])[C:12]1[C:13]([C:14]([OH:16])=[O:15])=[CH:8][C:7]2[C:2](=[N:3][CH:4]=[CH:5][CH:6]=2)[N:1]=1. The catalyst class is: 40. (4) Reactant: [F:1][C:2]1[CH:7]=[CH:6][CH:5]=[CH:4][C:3]=1[NH2:8].[Li+].C[Si]([N-][Si](C)(C)C)(C)C.F[C:20]1[CH:25]=[C:24]([F:26])[CH:23]=[CH:22][C:21]=1[N+:27]([O-:29])=[O:28]. Product: [F:26][C:24]1[CH:23]=[CH:22][C:21]([N+:27]([O-:29])=[O:28])=[C:20]([NH:8][C:3]2[CH:4]=[CH:5][CH:6]=[CH:7][C:2]=2[F:1])[CH:25]=1. The catalyst class is: 1. (5) Reactant: [CH2:1]([N:4]1[C:12]2[C:11](=[O:13])[NH:10][C:9](N)=[N:8][C:7]=2[N:6]=[CH:5]1)[CH:2]=[CH2:3].N([O-])=[O:16].[Na+]. Product: [CH2:1]([N:4]1[C:12]2[C:11](=[O:13])[NH:10][C:9](=[O:16])[NH:8][C:7]=2[N:6]=[CH:5]1)[CH:2]=[CH2:3]. The catalyst class is: 86. (6) Reactant: [C:1]([O:5][C:6]([N:8]1[CH2:13][CH2:12][N:11]([C:14]2[C:22]([Cl:23])=[CH:21][C:17]([C:18](O)=[O:19])=[CH:16][N:15]=2)[CH2:10][CH2:9]1)=[O:7])([CH3:4])([CH3:3])[CH3:2].CCN=C=NCCCN(C)C.C1C=CC2N(O)N=NC=2C=1.[NH2:45][CH2:46][CH:47]([OH:49])[CH3:48].CCN(C(C)C)C(C)C. Product: [Cl:23][C:22]1[C:14]([N:11]2[CH2:12][CH2:13][N:8]([C:6]([O:5][C:1]([CH3:3])([CH3:4])[CH3:2])=[O:7])[CH2:9][CH2:10]2)=[N:15][CH:16]=[C:17]([C:18]([NH:45][CH2:46][CH:47]([OH:49])[CH3:48])=[O:19])[CH:21]=1. The catalyst class is: 2.